This data is from Catalyst prediction with 721,799 reactions and 888 catalyst types from USPTO. The task is: Predict which catalyst facilitates the given reaction. (1) Reactant: C[O:2][C:3]([C:5]1[S:6][C:7]([C:10]2[O:14][CH:13]=[N:12][CH:11]=2)=[CH:8][CH:9]=1)=[O:4].CO.[Li+].[OH-]. Product: [O:14]1[C:10]([C:7]2[S:6][C:5]([C:3]([OH:4])=[O:2])=[CH:9][CH:8]=2)=[CH:11][N:12]=[CH:13]1. The catalyst class is: 20. (2) Product: [CH3:24][C:23]([CH3:25])([OH:26])[CH2:22][NH:21][C:18]1[C:17]2[C:12](=[CH:13][CH:14]=[CH:15][N:16]=2)[N:11]=[CH:10][C:9]=1[N+:6]([O-:8])=[O:7]. Reactant: P(Cl)(Cl)(Cl)=O.[N+:6]([C:9]1[CH:10]=[N:11][C:12]2[C:17]([C:18]=1O)=[N:16][CH:15]=[CH:14][CH:13]=2)([O-:8])=[O:7].O[NH:21][CH2:22][CH:23]([CH3:25])[CH3:24].[OH2:26]. The catalyst class is: 737. (3) Reactant: [NH2:1][CH2:2][CH2:3][C:4]1[CH:11]=[CH:10][C:8]([OH:9])=[C:6]([OH:7])[CH:5]=1.Cl.[CH:13](=O)[CH3:14]. Product: [CH3:13][C@@H:14]1[NH:1][CH2:2][CH2:3][C:4]2[C:11]1=[CH:10][C:8]([OH:9])=[C:6]([OH:7])[CH:5]=2. The catalyst class is: 5.